This data is from Reaction yield outcomes from USPTO patents with 853,638 reactions. The task is: Predict the reaction yield, written as a fraction of the theoretical maximum amount of product (1.0 means a 100% yield; for example, 0.34 means a 34% yield). (1) The reactants are [Cl:1][CH2:2][CH2:3][CH2:4][C:5]([C:7]1[CH:12]=[CH:11][C:10]([C:13]([CH3:18])([CH3:17])[C:14]([OH:16])=[O:15])=[CH:9][CH:8]=1)=[O:6].[CH3:19]O. The product is [Cl:1][CH2:2][CH2:3][CH2:4][C:5]([C:7]1[CH:12]=[CH:11][C:10]([C:13]([CH3:18])([CH3:17])[C:14]([O:16][CH3:19])=[O:15])=[CH:9][CH:8]=1)=[O:6]. The yield is 0.940. The catalyst is Cl. (2) The reactants are [F:1][C:2]1[C:7]([F:8])=[CH:6][CH:5]=[CH:4][C:3]=1[C:9]1[N:14]=[C:13]([N:15]2[CH2:20][CH2:19][NH:18][CH2:17][CH2:16]2)[CH:12]=[CH:11][CH:10]=1.[C:21]1([N:27]=[C:28]=[O:29])[CH:26]=[CH:25][CH:24]=[CH:23][CH:22]=1. No catalyst specified. The product is [F:1][C:2]1[C:7]([F:8])=[CH:6][CH:5]=[CH:4][C:3]=1[C:9]1[N:14]=[C:13]([N:15]2[CH2:16][CH2:17][N:18]([C:28]([NH:27][C:21]3[CH:26]=[CH:25][CH:24]=[CH:23][CH:22]=3)=[O:29])[CH2:19][CH2:20]2)[CH:12]=[CH:11][CH:10]=1. The yield is 0.450.